Dataset: Catalyst prediction with 721,799 reactions and 888 catalyst types from USPTO. Task: Predict which catalyst facilitates the given reaction. (1) Reactant: Cl[CH2:2][C:3]1[N:4]=[CH:5][S:6][CH:7]=1.[CH2:8]([NH2:10])[CH3:9]. Product: [CH2:8]([NH:10][CH2:2][C:3]1[N:4]=[CH:5][S:6][CH:7]=1)[CH3:9]. The catalyst class is: 1. (2) Reactant: [CH3:1][O:2][C:3]1[CH:4]=[C:5]([CH2:9][CH2:10][NH2:11])[CH:6]=[CH:7][CH:8]=1.C(N(CC)CC)C.[F:19][C:20]([F:33])([F:32])[C:21]([N:23]1[CH2:28][CH2:27][CH:26]([C:29](Cl)=[O:30])[CH2:25][CH2:24]1)=[O:22]. Product: [CH3:1][O:2][C:3]1[CH:4]=[C:5]([CH2:9][CH2:10][NH:11][C:29]([CH:26]2[CH2:25][CH2:24][N:23]([C:21](=[O:22])[C:20]([F:33])([F:19])[F:32])[CH2:28][CH2:27]2)=[O:30])[CH:6]=[CH:7][CH:8]=1. The catalyst class is: 2. (3) Reactant: Cl[C:2]1[S:3][CH:4]=[CH:5][C:6]=1[C:7]([C:9]1[CH:18]=[CH:17][C:16]2[C:11](=[CH:12][CH:13]=[CH:14][CH:15]=2)[CH:10]=1)=O.O.[NH2:20][NH2:21]. Product: [CH:10]1[C:11]2[C:16](=[CH:15][CH:14]=[CH:13][CH:12]=2)[CH:17]=[CH:18][C:9]=1[C:7]1[C:6]2[CH:5]=[CH:4][S:3][C:2]=2[NH:20][N:21]=1. The catalyst class is: 162. (4) Reactant: [CH3:1][O:2][C:3]1[C:11]2[O:10][CH2:9][C:8](=O)[C:7]=2[CH:6]=[CH:5][CH:4]=1.C1(P(C2C=CC=CC=2)(C2C=CC=CC=2)=[CH:20][C:21](=[O:23])[CH3:22])C=CC=CC=1. Product: [CH3:1][O:2][C:3]1[C:11]2[O:10][CH:9]=[C:8]([CH2:20][C:21]([CH3:22])=[O:23])[C:7]=2[CH:6]=[CH:5][CH:4]=1. The catalyst class is: 11. (5) Reactant: Br[C:2]1[CH:22]=[CH:21][C:5]([O:6][CH2:7][CH:8]2[CH2:13][CH2:12][N:11]([C:14]([O:16][C:17]([CH3:20])([CH3:19])[CH3:18])=[O:15])[CH2:10][CH2:9]2)=[CH:4][C:3]=1[F:23].[OH:24][C:25]1[CH:30]=[CH:29][C:28](B(O)O)=[CH:27][CH:26]=1.C([O-])([O-])=O.[Na+].[Na+]. Product: [F:23][C:3]1[CH:4]=[C:5]([O:6][CH2:7][CH:8]2[CH2:13][CH2:12][N:11]([C:14]([O:16][C:17]([CH3:20])([CH3:19])[CH3:18])=[O:15])[CH2:10][CH2:9]2)[CH:21]=[CH:22][C:2]=1[C:28]1[CH:29]=[CH:30][C:25]([OH:24])=[CH:26][CH:27]=1. The catalyst class is: 622.